This data is from Forward reaction prediction with 1.9M reactions from USPTO patents (1976-2016). The task is: Predict the product of the given reaction. Given the reactants [CH3:1][C:2]1([CH3:10])[O:9][C:7](=[O:8])[CH2:6][C:4](=[O:5])[O:3]1.[C:11]1([C:17]#[C:18][C:19]2[CH:27]=[CH:26][C:22]([C:23](O)=O)=[CH:21][CH:20]=2)[CH:16]=[CH:15][CH:14]=[CH:13][CH:12]=1.C1(N=C=NC2CCCCC2)CCCCC1, predict the reaction product. The product is: [CH3:1][C:2]1([CH3:10])[O:9][C:7](=[O:8])[CH:6]([CH2:23][C:22]2[CH:26]=[CH:27][C:19]([C:18]#[C:17][C:11]3[CH:16]=[CH:15][CH:14]=[CH:13][CH:12]=3)=[CH:20][CH:21]=2)[C:4](=[O:5])[O:3]1.